The task is: Regression. Given a peptide amino acid sequence and an MHC pseudo amino acid sequence, predict their binding affinity value. This is MHC class II binding data.. This data is from Peptide-MHC class II binding affinity with 134,281 pairs from IEDB. The peptide sequence is KRHRLIGAVVLAVSV. The MHC is HLA-DQA10102-DQB10602 with pseudo-sequence HLA-DQA10102-DQB10602. The binding affinity (normalized) is 0.755.